Dataset: Peptide-MHC class I binding affinity with 185,985 pairs from IEDB/IMGT. Task: Regression. Given a peptide amino acid sequence and an MHC pseudo amino acid sequence, predict their binding affinity value. This is MHC class I binding data. The peptide sequence is AVDRGCLRI. The MHC is HLA-A03:01 with pseudo-sequence HLA-A03:01. The binding affinity (normalized) is 0.105.